Predict the reactants needed to synthesize the given product. From a dataset of Full USPTO retrosynthesis dataset with 1.9M reactions from patents (1976-2016). (1) Given the product [CH3:25][O:24][C:22]1[CH:21]=[CH:20][CH:19]=[C:18]2[C:23]=1[CH:15]([NH:14][C:11]1[O:12][CH2:13][C:8]3[CH:7]=[C:6]([NH:5][C:3](=[O:4])[CH2:2][N:32]4[CH2:33][CH2:34][N:29]([CH3:28])[CH2:30][CH2:31]4)[CH:27]=[CH:26][C:9]=3[N:10]=1)[CH2:16][CH2:17]2, predict the reactants needed to synthesize it. The reactants are: Cl[CH2:2][C:3]([NH:5][C:6]1[CH:27]=[CH:26][C:9]2[N:10]=[C:11]([NH:14][CH:15]3[C:23]4[C:18](=[CH:19][CH:20]=[CH:21][C:22]=4[O:24][CH3:25])[CH2:17][CH2:16]3)[O:12][CH2:13][C:8]=2[CH:7]=1)=[O:4].[CH3:28][N:29]1[CH2:34][CH2:33][NH:32][CH2:31][CH2:30]1. (2) Given the product [Cl:44][C:45]1[CH:50]=[CH:49][CH:48]=[CH:47][C:46]=1[C@H:51]([O:53][C:24](=[O:34])[NH:21][C:13]1[N:9]([C:6]2[CH:5]=[CH:4][C:3]([C:1]#[N:2])=[CH:8][CH:7]=2)[N:10]=[CH:11][C:12]=1[CH3:17])[CH3:52], predict the reactants needed to synthesize it. The reactants are: [C:1]([C:3]1[CH:8]=[CH:7][C:6]([N:9]2[C:13](C(O)=O)=[C:12]([CH3:17])[CH:11]=[N:10]2)=[CH:5][CH:4]=1)#[N:2].C([N:21]([CH:24](C)C)CC)(C)C.C1(P(N=[N+]=[N-])(C2C=CC=CC=2)=[O:34])C=CC=CC=1.[Cl:44][C:45]1[CH:50]=[CH:49][CH:48]=[CH:47][C:46]=1[C@H:51]([OH:53])[CH3:52]. (3) Given the product [CH3:17][N:14]1[C:13](=[O:18])[C:12]2[C:19]3[C:27]4[C:22](=[CH:23][CH:24]=[CH:25][CH:26]=4)[N:21]([C:28]([O:30][C:31]([CH3:34])([CH3:33])[CH3:32])=[O:29])[C:20]=3[C:3]3[O:4][C:5]4[CH:10]=[CH:9][CH:8]=[CH:7][C:6]=4[O:1][C:2]=3[C:11]=2[C:15]1=[O:16], predict the reactants needed to synthesize it. The reactants are: [O:1]1[C:6]2[CH:7]=[CH:8][CH:9]=[CH:10][C:5]=2[O:4][CH:3]=[C:2]1[C:11]1[C:15](=[O:16])[N:14]([CH3:17])[C:13](=[O:18])[C:12]=1[C:19]1[C:27]2[C:22](=[CH:23][CH:24]=[CH:25][CH:26]=2)[N:21]([C:28]([O:30][C:31]([CH3:34])([CH3:33])[CH3:32])=[O:29])[CH:20]=1.II. (4) Given the product [Cl:1][C:2]1[CH:10]=[CH:9][CH:8]=[C:7]([Si:11]([CH3:14])([CH3:13])[CH3:12])[C:3]=1[C:4](=[O:5])[S:17][CH2:15][CH3:16], predict the reactants needed to synthesize it. The reactants are: [Cl:1][C:2]1[CH:10]=[CH:9][CH:8]=[C:7]([Si:11]([CH3:14])([CH3:13])[CH3:12])[C:3]=1[C:4](Cl)=[O:5].[CH2:15]([SH:17])[CH3:16]. (5) Given the product [Cl:33][C:18]1[CH:17]=[C:16]([NH:15][C:13]2[C:14]3[N:6]([CH2:5][CH2:4][NH:3][C:35](=[O:36])[CH2:34][OH:37])[CH:7]=[CH:8][C:9]=3[N:10]=[CH:11][N:12]=2)[CH:21]=[CH:20][C:19]=1[O:22][C:23]1[CH:28]=[CH:27][CH:26]=[C:25]([C:29]([F:32])([F:31])[F:30])[CH:24]=1, predict the reactants needed to synthesize it. The reactants are: Cl.Cl.[NH2:3][CH2:4][CH2:5][N:6]1[C:14]2[C:13]([NH:15][C:16]3[CH:21]=[CH:20][C:19]([O:22][C:23]4[CH:28]=[CH:27][CH:26]=[C:25]([C:29]([F:32])([F:31])[F:30])[CH:24]=4)=[C:18]([Cl:33])[CH:17]=3)=[N:12][CH:11]=[N:10][C:9]=2[CH:8]=[CH:7]1.[C:34](O)(=[O:37])[CH2:35][OH:36].Cl.C(N=C=NCCCN(C)C)C.O.ON1C2C=CC=CC=2N=N1. (6) Given the product [CH3:7][C:4]1[N:3]([C:8]2[CH:12]=[C:11]([CH:13]3[CH2:14][O:15][CH2:16]3)[N:10]([CH2:22][O:23][CH2:24][CH2:25][Si:26]([CH3:28])([CH3:27])[CH3:29])[N:9]=2)[C:2]([CH3:1])=[CH:6][CH:5]=1, predict the reactants needed to synthesize it. The reactants are: [CH3:1][C:2]1[N:3]([C:8]2[CH:12]=[C:11]([C:13]3(OC(SC)=S)[CH2:16][O:15][CH2:14]3)[N:10]([CH2:22][O:23][CH2:24][CH2:25][Si:26]([CH3:29])([CH3:28])[CH3:27])[N:9]=2)[C:4]([CH3:7])=[CH:5][CH:6]=1.C([SnH](CCCC)CCCC)CCC.CC(N=NC(C#N)(C)C)(C#N)C. (7) Given the product [CH2:1]([C:3]1[C:4]([CH2:18][N:19]2[CH2:22][CH:21]([C:23]([O:25][CH3:26])=[O:24])[CH2:20]2)=[CH:5][CH:6]=[CH:7][C:8]=1[B:9]([OH:10])[OH:13])[CH3:2], predict the reactants needed to synthesize it. The reactants are: [CH2:1]([C:3]1[C:8]([B:9]2[O:13]C(C)(C)C(C)(C)[O:10]2)=[CH:7][CH:6]=[CH:5][C:4]=1[CH2:18][N:19]1[CH2:22][CH:21]([C:23]([O:25][CH3:26])=[O:24])[CH2:20]1)[CH3:2].F.[K]. (8) Given the product [Br:1][C:2]1[CH:3]=[C:4]2[C:9](=[CH:10][CH:11]=1)[O:8][C:7]([CH3:12])([CH3:13])[C:6]([CH2:17][OH:20])([CH2:15][OH:16])[C:5]2=[O:14], predict the reactants needed to synthesize it. The reactants are: [Br:1][C:2]1[CH:3]=[C:4]2[C:9](=[CH:10][CH:11]=1)[O:8][C:7]([CH3:13])([CH3:12])[CH2:6][C:5]2=[O:14].[CH2:15]=[O:16].[C:17]([O-:20])([O-])=O.[Na+].[Na+].